Dataset: NCI-60 drug combinations with 297,098 pairs across 59 cell lines. Task: Regression. Given two drug SMILES strings and cell line genomic features, predict the synergy score measuring deviation from expected non-interaction effect. (1) Drug 1: C1CCN(CC1)CCOC2=CC=C(C=C2)C(=O)C3=C(SC4=C3C=CC(=C4)O)C5=CC=C(C=C5)O. Drug 2: C1=CN(C=N1)CC(O)(P(=O)(O)O)P(=O)(O)O. Cell line: KM12. Synergy scores: CSS=2.85, Synergy_ZIP=8.40, Synergy_Bliss=3.88, Synergy_Loewe=-0.182, Synergy_HSA=-2.42. (2) Drug 1: C1=NC2=C(N=C(N=C2N1C3C(C(C(O3)CO)O)O)F)N. Drug 2: CC1=C(C=C(C=C1)C(=O)NC2=CC(=CC(=C2)C(F)(F)F)N3C=C(N=C3)C)NC4=NC=CC(=N4)C5=CN=CC=C5. Cell line: CAKI-1. Synergy scores: CSS=-16.1, Synergy_ZIP=14.5, Synergy_Bliss=3.82, Synergy_Loewe=-2.49, Synergy_HSA=-8.54. (3) Drug 1: C1=CC(=CC=C1C#N)C(C2=CC=C(C=C2)C#N)N3C=NC=N3. Drug 2: C1=CN(C(=O)N=C1N)C2C(C(C(O2)CO)O)O.Cl. Cell line: MDA-MB-435. Synergy scores: CSS=19.4, Synergy_ZIP=-6.31, Synergy_Bliss=-0.755, Synergy_Loewe=-7.04, Synergy_HSA=-3.20. (4) Drug 1: C1CN1P(=S)(N2CC2)N3CC3. Drug 2: C1=CN(C=N1)CC(O)(P(=O)(O)O)P(=O)(O)O. Cell line: HOP-62. Synergy scores: CSS=31.2, Synergy_ZIP=-7.35, Synergy_Bliss=2.17, Synergy_Loewe=-0.978, Synergy_HSA=0.650. (5) Drug 1: COC1=C(C=C2C(=C1)N=CN=C2NC3=CC(=C(C=C3)F)Cl)OCCCN4CCOCC4. Cell line: MALME-3M. Drug 2: C1CNP(=O)(OC1)N(CCCl)CCCl. Synergy scores: CSS=26.2, Synergy_ZIP=-0.900, Synergy_Bliss=-0.396, Synergy_Loewe=-20.7, Synergy_HSA=1.34. (6) Drug 1: CC1=C(C(=CC=C1)Cl)NC(=O)C2=CN=C(S2)NC3=CC(=NC(=N3)C)N4CCN(CC4)CCO. Drug 2: CCN(CC)CCNC(=O)C1=C(NC(=C1C)C=C2C3=C(C=CC(=C3)F)NC2=O)C. Cell line: OVCAR-8. Synergy scores: CSS=0.860, Synergy_ZIP=-0.275, Synergy_Bliss=1.20, Synergy_Loewe=-1.36, Synergy_HSA=-0.0427. (7) Drug 1: C1=CC(=CC=C1CCCC(=O)O)N(CCCl)CCCl. Drug 2: CC1=C(C=C(C=C1)C(=O)NC2=CC(=CC(=C2)C(F)(F)F)N3C=C(N=C3)C)NC4=NC=CC(=N4)C5=CN=CC=C5. Cell line: SF-295. Synergy scores: CSS=22.5, Synergy_ZIP=2.11, Synergy_Bliss=-0.154, Synergy_Loewe=1.16, Synergy_HSA=1.17. (8) Drug 1: CC1C(C(CC(O1)OC2CC(CC3=C2C(=C4C(=C3O)C(=O)C5=C(C4=O)C(=CC=C5)OC)O)(C(=O)CO)O)N)O.Cl. Drug 2: C(CCl)NC(=O)N(CCCl)N=O. Cell line: RXF 393. Synergy scores: CSS=7.41, Synergy_ZIP=-1.98, Synergy_Bliss=-3.93, Synergy_Loewe=-6.81, Synergy_HSA=-2.42.